This data is from Forward reaction prediction with 1.9M reactions from USPTO patents (1976-2016). The task is: Predict the product of the given reaction. (1) Given the reactants [CH2:1]([C:4]1[CH:18]=[CH:17][C:7]([O:8][CH2:9][C:10]([O:12]C(C)(C)C)=[O:11])=[CH:6][CH:5]=1)[CH2:2][CH3:3].CC(C)=O, predict the reaction product. The product is: [CH2:1]([C:4]1[CH:18]=[CH:17][C:7]([O:8][CH2:9][C:10]([OH:12])=[O:11])=[CH:6][CH:5]=1)[CH2:2][CH3:3]. (2) Given the reactants [Cl:1][C:2]1[C:3]([F:31])=[C:4]([CH:8]2[C:12]([C:15]3[CH:20]=[CH:19][C:18]([Cl:21])=[CH:17][C:16]=3[F:22])([C:13]#[N:14])[CH:11]([CH2:23][C:24]([CH3:27])([CH3:26])[CH3:25])[NH:10][CH:9]2[C:28]([OH:30])=O)[CH:5]=[CH:6][CH:7]=1.C([N:35]([CH:38](C)C)CC)(C)C.[CH:41]1[CH:42]=[CH:43][C:44]2N(O)N=N[C:45]=2[CH:46]=1.CN([C:54]([O:58]N1N=NC2C=CC=CC1=2)=[N+](C)C)C.F[P-](F)(F)(F)(F)F.CN(C)[CH:77]=[O:78], predict the reaction product. The product is: [CH3:77][O:78][C:54]([CH:41]1[CH2:42][CH2:43][CH:44]([CH2:38][NH:35][C:28]([C@H:9]2[C@H:8]([C:4]3[CH:5]=[CH:6][CH:7]=[C:2]([Cl:1])[C:3]=3[F:31])[C@:12]([C:15]3[CH:20]=[CH:19][C:18]([Cl:21])=[CH:17][C:16]=3[F:22])([C:13]#[N:14])[C@H:11]([CH2:23][C:24]([CH3:25])([CH3:26])[CH3:27])[NH:10]2)=[O:30])[CH2:45][CH2:46]1)=[O:58]. (3) Given the reactants [C:1]([N:4]1[CH2:9][CH2:8][N:7]([C:10]2[C:18]3[CH:17]=[C:16](C(O)=O)[S:15][C:14]=3[CH:13]=[CH:12][CH:11]=2)[CH2:6][CH2:5]1)(=[O:3])[CH3:2], predict the reaction product. The product is: [S:15]1[CH:16]=[CH:17][C:18]2[C:10]([N:7]3[CH2:6][CH2:5][N:4]([C:1](=[O:3])[CH3:2])[CH2:9][CH2:8]3)=[CH:11][CH:12]=[CH:13][C:14]1=2. (4) Given the reactants [NH2:1][C:2]1[CH:7]=[C:6]([NH2:8])[CH:5]=[C:4]([CH3:9])[C:3]=1[NH:10][C:11](=O)[CH3:12], predict the reaction product. The product is: [CH3:12][C:11]1[NH:1][C:2]2[CH:7]=[C:6]([NH2:8])[CH:5]=[C:4]([CH3:9])[C:3]=2[N:10]=1.